This data is from Forward reaction prediction with 1.9M reactions from USPTO patents (1976-2016). The task is: Predict the product of the given reaction. Given the reactants [CH3:1][O:2][C:3](=[O:11])[C:4]1[CH:9]=[CH:8][CH:7]=[N:6][C:5]=1F.[F:12][C:13]1[CH:14]=[C:15]([CH:17]=[C:18]([F:20])[CH:19]=1)[NH2:16], predict the reaction product. The product is: [F:12][C:13]1[CH:14]=[C:15]([NH:16][C:5]2[N:6]=[CH:7][CH:8]=[CH:9][C:4]=2[C:3]([O:2][CH3:1])=[O:11])[CH:17]=[C:18]([F:20])[CH:19]=1.